Task: Predict which catalyst facilitates the given reaction.. Dataset: Catalyst prediction with 721,799 reactions and 888 catalyst types from USPTO Reactant: [Si]([O:8][C@@H:9]1[C@@:26]2([CH3:27])[C:13](=[CH:14][CH:15]=[C:16]3[C@@H:25]2[CH2:24][CH2:23][C@@:21]2([CH3:22])[C@H:17]3[CH2:18][CH:19]=[C:20]2[CH2:28][O:29][CH2:30][CH2:31][CH2:32][C:33]([O:36][Si](CC)(CC)CC)([CH3:35])[CH3:34])[CH2:12][C@@H:11]([O:44][Si](C(C)(C)C)(C)C)[CH2:10]1)(C(C)(C)C)(C)C.O1CCCC1.[F-].C([N+](CCCC)(CCCC)CCCC)CCC. Product: [OH:8][C@@H:9]1[C@@:26]2([CH3:27])[C:13](=[CH:14][CH:15]=[C:16]3[C@@H:25]2[CH2:24][CH2:23][C@@:21]2([CH3:22])[C@H:17]3[CH2:18][CH:19]=[C:20]2[CH2:28][O:29][CH2:30][CH2:31][CH2:32][C:33]([OH:36])([CH3:35])[CH3:34])[CH2:12][C@@H:11]([OH:44])[CH2:10]1. The catalyst class is: 54.